Dataset: Full USPTO retrosynthesis dataset with 1.9M reactions from patents (1976-2016). Task: Predict the reactants needed to synthesize the given product. (1) Given the product [C:1]([NH:11][C@H:12]([C:16]([O:18][CH2:23][CH:21]([CH2:20][OH:19])[OH:22])=[O:17])[CH:13]([CH3:14])[CH3:15])([O:3][CH2:4][C:5]1[CH:10]=[CH:9][CH:8]=[CH:7][CH:6]=1)=[O:2], predict the reactants needed to synthesize it. The reactants are: [C:1]([NH:11][C@H:12]([C:16]([OH:18])=[O:17])[CH:13]([CH3:15])[CH3:14])([O:3][CH2:4][C:5]1[CH:10]=[CH:9][CH:8]=[CH:7][CH:6]=1)=[O:2].[OH:19][CH2:20][CH:21]([CH2:23]O)[OH:22].C1(N=C=NC2CCCCC2)CCCCC1.CCOC(C)=O.CCCCCC. (2) Given the product [Cl:9][C:7]1[CH:6]=[CH:5][C:4]([O:10][CH2:11][C:12]2[CH:17]=[CH:16][CH:15]=[CH:14][CH:13]=2)=[C:3]([CH2:2][N:24]2[CH:25]=[CH:26][C:22]([C:20]([O:19][CH3:18])=[O:21])=[N:23]2)[CH:8]=1, predict the reactants needed to synthesize it. The reactants are: Br[CH2:2][C:3]1[CH:8]=[C:7]([Cl:9])[CH:6]=[CH:5][C:4]=1[O:10][CH2:11][C:12]1[CH:17]=[CH:16][CH:15]=[CH:14][CH:13]=1.[CH3:18][O:19][C:20]([C:22]1[NH:23][N:24]=[CH:25][CH:26]=1)=[O:21].C(=O)([O-])[O-].[K+].[K+]. (3) The reactants are: [NH2:1][C:2]1[CH2:3][S:4][C:5]2[CH:11]=[CH:10][CH:9]=[CH:8][C:6]=2[N:7]=1.[CH2:12]([N:14]([CH2:18][CH3:19])[C:15](=O)[CH3:16])[CH3:13]. Given the product [S:4]1[C:5]2[CH:11]=[CH:10][CH:9]=[CH:8][C:6]=2[N:7]=[C:2]([N:1]=[C:12]([N:14]([CH2:18][CH3:19])[CH2:15][CH3:16])[CH3:13])[CH2:3]1, predict the reactants needed to synthesize it. (4) Given the product [CH2:19]([N:22]([CH2:17][CH2:16][CH2:15][N:12]1[CH2:13][CH2:14][N:9]([C:4]2[CH:5]=[CH:6][CH:7]=[CH:8][C:3]=2[O:2][CH3:1])[CH2:10][CH2:11]1)[CH:23]1[CH2:31][CH2:30][C:26]2[N:27]=[CH:28][S:29][C:25]=2[CH2:24]1)[CH3:20], predict the reactants needed to synthesize it. The reactants are: [CH3:1][O:2][C:3]1[CH:8]=[CH:7][CH:6]=[CH:5][C:4]=1[N:9]1[CH2:14][CH2:13][N:12]([CH2:15][CH2:16][CH:17]=O)[CH2:11][CH2:10]1.[CH2:19]([NH:22][CH:23]1[CH2:31][CH2:30][C:26]2[N:27]=[CH:28][S:29][C:25]=2[CH2:24]1)[CH2:20]C. (5) Given the product [CH3:22][N:23]([CH3:34])[C:24]1[CH:25]=[C:26]2[C:31](=[CH:32][CH:33]=1)[C:29](=[C:3]1[C:4]3[C:9](=[CH:8][CH:7]=[CH:6][CH:5]=3)[NH:1][C:2]1=[O:10])[O:28][CH2:27]2, predict the reactants needed to synthesize it. The reactants are: [NH:1]1[C:9]2[C:4](=[CH:5][CH:6]=[CH:7][CH:8]=2)[CH2:3][C:2]1=[O:10].[Li]CCCC.CCCCCC.[CH3:22][N:23]([CH3:34])[C:24]1[CH:25]=[C:26]2[C:31](=[CH:32][CH:33]=1)[C:29](=O)[O:28][CH2:27]2.Cl.[OH-].[Na+]. (6) Given the product [CH3:3][C:4]1[C:5]([C:14]([O:16][CH3:17])=[O:15])=[CH:6][CH:7]=[C:8]2[C:13]=1[NH:12][CH2:11][CH2:10][CH2:9]2, predict the reactants needed to synthesize it. The reactants are: [BH4-].[Na+].[CH3:3][C:4]1[C:5]([C:14]([O:16][CH3:17])=[O:15])=[CH:6][CH:7]=[C:8]2[C:13]=1[N:12]=[CH:11][CH:10]=[CH:9]2.[Cl-].[NH4+]. (7) Given the product [NH2:1][C:2]1[C:7]2[CH:8]=[C:9]([CH:11]3[CH2:15][CH2:14][CH2:13][CH2:12]3)[S:10][C:6]=2[C:5]([C:16]([NH2:18])=[O:17])=[CH:4][N:3]=1, predict the reactants needed to synthesize it. The reactants are: [NH2:1][C:2]1[C:7]2[CH:8]=[C:9]([C:11]3[CH2:15][CH2:14][CH2:13][CH:12]=3)[S:10][C:6]=2[C:5]([C:16]([NH2:18])=[O:17])=[CH:4][N:3]=1. (8) Given the product [CH3:6][O:7][C:8]1[N:9]([C:29]2[CH:34]=[CH:33][CH:32]=[CH:31][CH:30]=2)[C:10]2[C:15](/[C:16](=[CH:18]\[CH:19]3[N:23]([CH3:24])[C:22]4[CH:25]=[CH:26][CH:27]=[CH:28][C:21]=4[S:20]3)/[CH:17]=1)=[CH:14][CH:13]=[CH:12][CH:11]=2, predict the reactants needed to synthesize it. The reactants are: Cl([O-])(=O)(=O)=O.[CH3:6][O:7][C:8]1[N:9]([C:29]2[CH:34]=[CH:33][CH:32]=[CH:31][CH:30]=2)[C:10]2[C:15](/[C:16](=[CH:18]\[C:19]3[S:20][C:21]4[CH:28]=[CH:27][CH:26]=[CH:25][C:22]=4[N+:23]=3[CH3:24])/[CH:17]=1)=[CH:14][CH:13]=[CH:12][CH:11]=2.[BH4-].[Na+].C(C1N(C2C=CC=CC=2)C2C(/C(=C\C3N(C)C4C=CC=CC=4S3)/C=1)=CC=CC=2)CCC. (9) Given the product [ClH:26].[Cl:26][C:21]1[CH:20]=[C:19]([C:17]2[N:18]=[C:14]([CH:11]3[CH2:12][CH2:13][NH:8][CH2:9][CH2:10]3)[N:15]([CH2:27][CH3:28])[CH:16]=2)[CH:24]=[CH:23][C:22]=1[F:25], predict the reactants needed to synthesize it. The reactants are: C([N:8]1[CH2:13][CH2:12][CH:11]([C:14]2[N:15]([CH2:27][CH3:28])[CH:16]=[C:17]([C:19]3[CH:24]=[CH:23][C:22]([F:25])=[C:21]([Cl:26])[CH:20]=3)[N:18]=2)[CH2:10][CH2:9]1)C1C=CC=CC=1.C1(N)C2C(=CC=CC=2N)C=CC=1.ClC(OC(Cl)C)=O.